This data is from Full USPTO retrosynthesis dataset with 1.9M reactions from patents (1976-2016). The task is: Predict the reactants needed to synthesize the given product. (1) Given the product [CH3:18][S:17][C:13]1[N:12]=[C:11]([C:8]2[N:4]3[CH:5]=[CH:6][N:7]=[C:2]([NH:27][CH2:26][CH2:25][N:22]4[CH2:23][CH2:24][O:19][CH2:20][CH2:21]4)[C:3]3=[N:10][CH:9]=2)[CH:16]=[CH:15][N:14]=1, predict the reactants needed to synthesize it. The reactants are: Cl[C:2]1[C:3]2[N:4]([C:8]([C:11]3[CH:16]=[CH:15][N:14]=[C:13]([S:17][CH3:18])[N:12]=3)=[CH:9][N:10]=2)[CH:5]=[CH:6][N:7]=1.[O:19]1[CH2:24][CH2:23][N:22]([CH2:25][CH2:26][NH2:27])[CH2:21][CH2:20]1.C(N(C(C)C)CC)(C)C. (2) Given the product [C:19]([N:2]1[CH2:3][CH2:4][CH:5]([C:8]([O:10][CH2:11][C:12]2[CH:13]=[CH:14][CH:15]=[CH:16][CH:17]=2)=[O:9])[CH2:6][CH2:7]1)(=[O:20])[CH2:18][OH:21], predict the reactants needed to synthesize it. The reactants are: Cl.[NH:2]1[CH2:7][CH2:6][CH:5]([C:8]([O:10][CH2:11][C:12]2[CH:17]=[CH:16][CH:15]=[CH:14][CH:13]=2)=[O:9])[CH2:4][CH2:3]1.[C:18](O)(=[O:21])[CH2:19][OH:20].CCN=C=NCCCN(C)C.Cl.C1C=CC2N(O)N=NC=2C=1. (3) Given the product [F:29][C:30]1[CH:35]=[C:34]([F:36])[CH:33]=[CH:32][C:31]=1[CH:37]1[CH2:46][CH2:45][C:44]2[C:39](=[CH:40][CH:41]=[C:42]([O:47][C:48]3[N:53]=[CH:52][C:51]([NH:54][S:25]([CH3:28])(=[O:27])=[O:26])=[CH:50][CH:49]=3)[CH:43]=2)[O:38]1, predict the reactants needed to synthesize it. The reactants are: C1(C2CCC3C(=CC=C(OC4N=CC(N[S:25]([CH3:28])(=[O:27])=[O:26])=CC=4)C=3)O2)C=CC=CC=1.[F:29][C:30]1[CH:35]=[C:34]([F:36])[CH:33]=[CH:32][C:31]=1[CH:37]1[CH2:46][CH2:45][C:44]2[C:39](=[CH:40][CH:41]=[C:42]([O:47][C:48]3[N:53]=[CH:52][C:51]([NH2:54])=[CH:50][CH:49]=3)[CH:43]=2)[O:38]1. (4) Given the product [F:1][C:2]1[CH:3]=[CH:4][C:5]([CH3:19])=[C:6]([N:8]2[C:12]([O:13][S:34]([C:37]([F:40])([F:39])[F:38])(=[O:36])=[O:35])=[CH:11][C:10]([C:14]([O:16][CH2:17][CH3:18])=[O:15])=[N:9]2)[CH:7]=1, predict the reactants needed to synthesize it. The reactants are: [F:1][C:2]1[CH:3]=[CH:4][C:5]([CH3:19])=[C:6]([N:8]2[C:12]([OH:13])=[CH:11][C:10]([C:14]([O:16][CH2:17][CH3:18])=[O:15])=[N:9]2)[CH:7]=1.C(N(CC)CC)C.C1C=CC(N([S:34]([C:37]([F:40])([F:39])[F:38])(=[O:36])=[O:35])[S:34]([C:37]([F:40])([F:39])[F:38])(=[O:36])=[O:35])=CC=1. (5) The reactants are: Br[C:2]1[S:22][C:5]2=[N:6][C:7]([CH3:21])=[CH:8][C:9]([NH:10][S:11]([C:14]3[CH:19]=[CH:18][CH:17]=[C:16]([Cl:20])[CH:15]=3)(=[O:13])=[O:12])=[C:4]2[C:3]=1[CH3:23].[NH:24]1[CH:28]=[CH:27][C:26](B(O)O)=[N:25]1.C(=O)([O-])[O-].[K+].[K+]. Given the product [Cl:20][C:16]1[CH:15]=[C:14]([S:11]([NH:10][C:9]2[CH:8]=[C:7]([CH3:21])[N:6]=[C:5]3[S:22][C:2]([C:28]4[CH:27]=[CH:26][NH:25][N:24]=4)=[C:3]([CH3:23])[C:4]=23)(=[O:13])=[O:12])[CH:19]=[CH:18][CH:17]=1, predict the reactants needed to synthesize it.